Dataset: Reaction yield outcomes from USPTO patents with 853,638 reactions. Task: Predict the reaction yield, written as a fraction of the theoretical maximum amount of product (1.0 means a 100% yield; for example, 0.34 means a 34% yield). (1) The reactants are Br[C:2]1[CH:3]=[C:4]([N:24]([CH2:31][CH3:32])[CH:25]2[CH2:30][CH2:29][O:28][CH2:27][CH2:26]2)[C:5]([CH3:23])=[C:6]([CH:22]=1)[C:7]([NH:9][CH2:10][C:11]1[C:12](=[O:21])[NH:13][C:14]([CH3:20])=[CH:15][C:16]=1[CH:17]([CH3:19])[CH3:18])=[O:8].CC1(C)C(C)(C)OB([C:41]2[CH:42]=[CH:43][C:44]([N:47]3[CH2:52][CH2:51][NH:50][CH2:49][CH2:48]3)=[N:45][CH:46]=2)O1.C([O-])([O-])=O.[Na+].[Na+]. The catalyst is O1CCOCC1.C1C=CC([P]([Pd]([P](C2C=CC=CC=2)(C2C=CC=CC=2)C2C=CC=CC=2)([P](C2C=CC=CC=2)(C2C=CC=CC=2)C2C=CC=CC=2)[P](C2C=CC=CC=2)(C2C=CC=CC=2)C2C=CC=CC=2)(C2C=CC=CC=2)C2C=CC=CC=2)=CC=1. The product is [CH2:31]([N:24]([CH:25]1[CH2:30][CH2:29][O:28][CH2:27][CH2:26]1)[C:4]1[C:5]([CH3:23])=[C:6]([CH:22]=[C:2]([C:41]2[CH:46]=[N:45][C:44]([N:47]3[CH2:48][CH2:49][NH:50][CH2:51][CH2:52]3)=[CH:43][CH:42]=2)[CH:3]=1)[C:7]([NH:9][CH2:10][C:11]1[C:12](=[O:21])[NH:13][C:14]([CH3:20])=[CH:15][C:16]=1[CH:17]([CH3:19])[CH3:18])=[O:8])[CH3:32]. The yield is 0.601. (2) The reactants are [F:1][C:2]1[CH:23]=[CH:22][C:5]([CH2:6][N:7]2[CH2:13][CH:12]3[N:14]([C:15](=[O:21])[CH2:16][O:17]C(=O)C)[CH:9]([CH2:10][CH2:11]3)[CH2:8]2)=[CH:4][CH:3]=1.O.O.[OH-].[Li+]. The catalyst is O1CCCC1.CO.C(OCC)(=O)C. The product is [F:1][C:2]1[CH:3]=[CH:4][C:5]([CH2:6][N:7]2[CH2:13][CH:12]3[N:14]([C:15](=[O:21])[CH2:16][OH:17])[CH:9]([CH2:10][CH2:11]3)[CH2:8]2)=[CH:22][CH:23]=1. The yield is 0.820. (3) The reactants are FC(F)(F)C(O)=O.[I:8][C:9]1[C:17]2[C:12](=[CH:13][CH:14]=[C:15]([NH2:18])[CH:16]=2)[NH:11][N:10]=1.[CH:19]([O:22][CH:23]([C:27]1[CH:32]=[CH:31][CH:30]=[CH:29][CH:28]=1)[C:24](O)=[O:25])([CH3:21])[CH3:20].CN(C(ON1N=NC2C=CC=CC1=2)=[N+](C)C)C.[B-](F)(F)(F)F.CCN(C(C)C)C(C)C.CO[Na]. The catalyst is CN(C=O)C. The product is [I:8][C:9]1[C:17]2[C:12](=[CH:13][CH:14]=[C:15]([NH:18][C:24](=[O:25])[CH:23]([O:22][CH:19]([CH3:20])[CH3:21])[C:27]3[CH:32]=[CH:31][CH:30]=[CH:29][CH:28]=3)[CH:16]=2)[NH:11][N:10]=1. The yield is 0.400.